From a dataset of Forward reaction prediction with 1.9M reactions from USPTO patents (1976-2016). Predict the product of the given reaction. (1) Given the reactants [CH2:1]([O:5][C:6]1[C:15]2[C:10](=[CH:11][CH:12]=[C:13](/[CH:16]=[CH:17]/[C:18]3[N:19]=[CH:20][S:21][CH:22]=3)[CH:14]=2)[C:9](=[O:23])[N:8]([CH2:24][CH:25]([CH3:27])[CH3:26])[C:7]=1[CH2:28][NH:29][C:30](=[O:36])[O:31][C:32]([CH3:35])([CH3:34])[CH3:33])[CH2:2][CH2:3][CH3:4], predict the reaction product. The product is: [CH2:1]([O:5][C:6]1[C:15]2[C:10](=[CH:11][CH:12]=[C:13]([CH2:16][CH2:17][C:18]3[N:19]=[CH:20][S:21][CH:22]=3)[CH:14]=2)[C:9](=[O:23])[N:8]([CH2:24][CH:25]([CH3:26])[CH3:27])[C:7]=1[CH2:28][NH:29][C:30](=[O:36])[O:31][C:32]([CH3:34])([CH3:33])[CH3:35])[CH2:2][CH2:3][CH3:4]. (2) Given the reactants [O:1]=[C:2]1[C:10]2[C:5](=[CH:6][C:7]([C:11]([O:13]C)=[O:12])=[CH:8][CH:9]=2)[CH2:4][NH:3]1.[OH-].[Na+].Cl, predict the reaction product. The product is: [O:1]=[C:2]1[C:10]2[C:5](=[CH:6][C:7]([C:11]([OH:13])=[O:12])=[CH:8][CH:9]=2)[CH2:4][NH:3]1. (3) The product is: [F:1][C:2]1[CH:3]=[C:4]([C@H:9]2[N:14]([CH2:15][C:16]([OH:18])=[O:17])[C:13](=[O:19])[C:12]([CH3:20])([CH3:21])[C:11](=[O:22])[CH2:10]2)[CH:5]=[C:6]([F:8])[CH:7]=1. Given the reactants [F:1][C:2]1[CH:3]=[C:4]([C@H:9]2[N:14]([CH2:15][C:16]([O-:18])=[O:17])[C:13](=[O:19])[C:12]([CH3:21])([CH3:20])[C:11](=[O:22])[CH2:10]2)[CH:5]=[C:6]([F:8])[CH:7]=1.Cl, predict the reaction product. (4) Given the reactants Br[CH2:2][C:3]1[N:13]([CH2:14][CH2:15][CH:16]2[CH2:21][CH2:20][CH2:19][CH2:18][CH2:17]2)[C:6]2[N:7]=[C:8]([C:11]#[N:12])[N:9]=[CH:10][C:5]=2[CH:4]=1.[C:22]1([C:28]2([OH:34])[CH2:33][CH2:32][NH:31][CH2:30][CH2:29]2)[CH:27]=[CH:26][CH:25]=[CH:24][CH:23]=1.C(=O)([O-])[O-].[K+].[K+], predict the reaction product. The product is: [CH:16]1([CH2:15][CH2:14][N:13]2[C:6]3[N:7]=[C:8]([C:11]#[N:12])[N:9]=[CH:10][C:5]=3[CH:4]=[C:3]2[CH2:2][N:31]2[CH2:32][CH2:33][C:28]([OH:34])([C:22]3[CH:23]=[CH:24][CH:25]=[CH:26][CH:27]=3)[CH2:29][CH2:30]2)[CH2:21][CH2:20][CH2:19][CH2:18][CH2:17]1. (5) Given the reactants [H-].[Na+].[N+:3]([C:6]1[N:7]=[C:8]2[N:13]([CH:14]=1)[CH2:12][C@H:11]([OH:15])[CH2:10][O:9]2)([O-:5])=[O:4].[Br:16][C:17]1[S:18][C:19]([CH2:22]Br)=[CH:20][CH:21]=1, predict the reaction product. The product is: [Br:16][C:17]1[S:18][C:19]([CH2:22][O:15][C@@H:11]2[CH2:10][O:9][C:8]3=[N:7][C:6]([N+:3]([O-:5])=[O:4])=[CH:14][N:13]3[CH2:12]2)=[CH:20][CH:21]=1. (6) The product is: [Br:23][C:11]1[O:10][C:9]([C:6]2[CH:5]=[CH:4][C:3]([C:2]([F:1])([F:14])[F:15])=[CH:8][CH:7]=2)=[N:13][CH:12]=1. Given the reactants [F:1][C:2]([F:15])([F:14])[C:3]1[CH:8]=[CH:7][C:6]([C:9]2[O:10][CH2:11][CH2:12][N:13]=2)=[CH:5][CH:4]=1.C1C(=O)N([Br:23])C(=O)C1.CC(N=NC(C#N)(C)C)(C#N)C, predict the reaction product.